From a dataset of HIV replication inhibition screening data with 41,000+ compounds from the AIDS Antiviral Screen. Binary Classification. Given a drug SMILES string, predict its activity (active/inactive) in a high-throughput screening assay against a specified biological target. (1) The compound is COc1c2c(c3c(c1C1OC(C)C(C)O1)CC(C)(C)O3)C(=O)c1ccccc1C2=O. The result is 0 (inactive). (2) The compound is COc1ccc(C(=O)C=Cc2ccc(OCC(=O)N3CCN(c4ccccc4)CC3)cc2)cc1. The result is 0 (inactive).